This data is from Reaction yield outcomes from USPTO patents with 853,638 reactions. The task is: Predict the reaction yield, written as a fraction of the theoretical maximum amount of product (1.0 means a 100% yield; for example, 0.34 means a 34% yield). The reactants are [C:1]([C:5]1[CH:6]=[C:7]2[C:11](=[C:12]([F:14])[CH:13]=1)[C:10](=O)[O:9][CH:8]2OC)([CH3:4])([CH3:3])[CH3:2].O.[NH2:19][NH2:20].O. The catalyst is C(O)(=O)C. The product is [C:1]([C:5]1[CH:6]=[C:7]2[C:11](=[C:12]([F:14])[CH:13]=1)[C:10](=[O:9])[NH:20][N:19]=[CH:8]2)([CH3:4])([CH3:3])[CH3:2]. The yield is 0.376.